Predict which catalyst facilitates the given reaction. From a dataset of Catalyst prediction with 721,799 reactions and 888 catalyst types from USPTO. Reactant: [Cl:1][C:2]1[CH:7]=[CH:6][C:5]([S:8]([CH:11]2[CH2:16][CH2:15][NH:14][CH2:13][CH2:12]2)(=[O:10])=[O:9])=[CH:4][CH:3]=1.Cl[C:18]1[CH:27]=[CH:26][C:25]2[C:20](=[CH:21][CH:22]=[CH:23][CH:24]=2)[N:19]=1.CCN(C(C)C)C(C)C. Product: [Cl:1][C:2]1[CH:3]=[CH:4][C:5]([S:8]([CH:11]2[CH2:16][CH2:15][N:14]([C:18]3[CH:27]=[CH:26][C:25]4[C:20](=[CH:21][CH:22]=[CH:23][CH:24]=4)[N:19]=3)[CH2:13][CH2:12]2)(=[O:9])=[O:10])=[CH:6][CH:7]=1. The catalyst class is: 12.